From a dataset of Peptide-MHC class I binding affinity with 185,985 pairs from IEDB/IMGT. Regression. Given a peptide amino acid sequence and an MHC pseudo amino acid sequence, predict their binding affinity value. This is MHC class I binding data. The peptide sequence is RLPKRSVML. The MHC is HLA-B15:01 with pseudo-sequence HLA-B15:01. The binding affinity (normalized) is 0.127.